From a dataset of Reaction yield outcomes from USPTO patents with 853,638 reactions. Predict the reaction yield, written as a fraction of the theoretical maximum amount of product (1.0 means a 100% yield; for example, 0.34 means a 34% yield). (1) The reactants are [CH2:1]([O:8][C:9](=[O:23])/[CH:10]=[CH:11]/[C:12]1[CH:22]=[CH:21][CH:20]=[CH:19][C:13]=1[C:14]([O:16][CH2:17][CH3:18])=[O:15])[C:2]1[CH:7]=[CH:6][CH:5]=[CH:4][CH:3]=1.CO[CH2:26][N:27]([CH2:33][C:34]1[CH:39]=[CH:38][CH:37]=[CH:36][CH:35]=1)[CH2:28][Si](C)(C)C.FC(F)(F)C(O)=O. The catalyst is C(Cl)Cl.FC(F)(F)C(O)=O. The product is [CH2:33]([N:27]1[CH2:28][C@@H:11]([C:12]2[CH:22]=[CH:21][CH:20]=[CH:19][C:13]=2[C:14]([O:16][CH2:17][CH3:18])=[O:15])[C@H:10]([C:9]([O:8][CH2:1][C:2]2[CH:3]=[CH:4][CH:5]=[CH:6][CH:7]=2)=[O:23])[CH2:26]1)[C:34]1[CH:39]=[CH:38][CH:37]=[CH:36][CH:35]=1. The yield is 0.950. (2) The reactants are [Br:1][C:2]1[CH:3]=[CH:4][C:5]([F:12])=[C:6]([CH2:8][C:9](O)=[O:10])[CH:7]=1.S(Cl)([Cl:15])=O.CN(C)C=O.CO. The catalyst is C1(C)C=CC=CC=1. The product is [Br:1][C:2]1[CH:3]=[CH:4][C:5]([F:12])=[C:6]([CH2:8][C:9]([Cl:15])=[O:10])[CH:7]=1. The yield is 1.05. (3) The reactants are [NH2:1][C:2]1[CH:10]=[CH:9][C:5]([C:6]([OH:8])=O)=[CH:4][CH:3]=1.C(Cl)CCl.C1C=CC2N(O)N=NC=2C=1.C(N(CC)CC)C.[N:32]1([C:38]([O:40][C:41]([CH3:44])([CH3:43])[CH3:42])=[O:39])[CH2:37][CH2:36][NH:35][CH2:34][CH2:33]1.[OH-].[Na+]. The catalyst is CN(C=O)C. The product is [C:41]([O:40][C:38]([N:32]1[CH2:37][CH2:36][N:35]([C:6](=[O:8])[C:5]2[CH:4]=[CH:3][C:2]([NH2:1])=[CH:10][CH:9]=2)[CH2:34][CH2:33]1)=[O:39])([CH3:44])([CH3:42])[CH3:43]. The yield is 0.870. (4) The product is [F:37][C:36]([F:39])([F:38])[S:33]([O:23][C:18]1[CH:19]=[CH:20][C:21]2[CH2:22][C@H:9]3[NH:8][CH2:25][CH2:24][C@@:15]4([C:16]=2[CH:17]=1)[C@H:10]3[CH2:11][CH2:12][CH2:13][CH2:14]4)(=[O:35])=[O:34]. The yield is 0.850. The catalyst is C(Cl)Cl. The reactants are C([N:8]1[CH2:25][CH2:24][C@@:15]23[C:16]4[CH:17]=[C:18]([OH:23])[CH:19]=[CH:20][C:21]=4[CH2:22][C@@H:9]1[C@@H:10]2[CH2:11][CH2:12][CH2:13][CH2:14]3)(OC(C)(C)C)=O.C1(N([S:33]([C:36]([F:39])([F:38])[F:37])(=[O:35])=[O:34])[S:33]([C:36]([F:39])([F:38])[F:37])(=[O:35])=[O:34])C=CC=CC=1.O1CCOCC1.Cl. (5) The reactants are [CH2:1]([N:4]([CH2:8][CH2:9][CH3:10])[CH2:5][CH2:6][CH3:7])[CH2:2][CH3:3].[Br:11][CH2:12][CH2:13][CH2:14][CH2:15][CH2:16][CH2:17][CH2:18][CH2:19][CH2:20][CH2:21][OH:22]. The catalyst is C(O)C. The product is [Br-:11].[OH:22][CH2:21][CH2:20][CH2:19][CH2:18][CH2:17][CH2:16][CH2:15][CH2:14][CH2:13][CH2:12][N+:4]([CH2:8][CH2:9][CH3:10])([CH2:5][CH2:6][CH3:7])[CH2:1][CH2:2][CH3:3]. The yield is 0.900.